This data is from Forward reaction prediction with 1.9M reactions from USPTO patents (1976-2016). The task is: Predict the product of the given reaction. (1) The product is: [F:24][C:23]([F:25])([F:26])[C:22]([NH:21][CH2:20][CH2:19][CH2:18][C:14]1[CH:15]=[CH:16][CH:17]=[C:12]([C:2]#[C:1][C:3]2([OH:10])[CH2:9][CH2:8][CH2:7][CH2:6][CH2:5][CH2:4]2)[CH:13]=1)=[O:27]. Given the reactants [C:1]([C:3]1([OH:10])[CH2:9][CH2:8][CH2:7][CH2:6][CH2:5][CH2:4]1)#[CH:2].Br[C:12]1[CH:13]=[C:14]([CH2:18][CH2:19][CH2:20][NH:21][C:22](=[O:27])[C:23]([F:26])([F:25])[F:24])[CH:15]=[CH:16][CH:17]=1, predict the reaction product. (2) Given the reactants CS(O[CH2:6][C@@H:7]1[CH2:11][O:10][C:9]([CH3:13])([CH3:12])[O:8]1)(=O)=O.[CH2:14]([NH2:21])[C:15]1[CH:20]=[CH:19][CH:18]=[CH:17][CH:16]=1.CCOC(C)=O.C1C=C2C(C(O)(O)C(=O)C2=CC=1)=O, predict the reaction product. The product is: [CH2:14]([NH:21][CH2:6][C@@H:7]1[CH2:11][O:10][C:9]([CH3:12])([CH3:13])[O:8]1)[C:15]1[CH:20]=[CH:19][CH:18]=[CH:17][CH:16]=1.